This data is from Full USPTO retrosynthesis dataset with 1.9M reactions from patents (1976-2016). The task is: Predict the reactants needed to synthesize the given product. (1) Given the product [Cl:28][C:29]1[CH:30]=[CH:31][C:32]([C:35]2[N:36]=[C:37]3[CH:42]=[CH:41][C:40]([C:43]([N:50]4[CH2:55][CH2:54][CH:53]([CH2:56][OH:57])[CH2:52][CH2:51]4)=[O:45])=[CH:39][N:38]3[C:46]=2[CH2:47][OH:48])=[CH:33][CH:34]=1, predict the reactants needed to synthesize it. The reactants are: C(N(C(C)C)CC)(C)C.CCCP1(OP(CCC)(=O)OP(CCC)(=O)O1)=O.[Cl:28][C:29]1[CH:34]=[CH:33][C:32]([C:35]2[N:36]=[C:37]3[CH:42]=[CH:41][C:40]([C:43]([O-:45])=O)=[CH:39][N:38]3[C:46]=2[CH2:47][OH:48])=[CH:31][CH:30]=1.[Na+].[NH:50]1[CH2:55][CH2:54][CH:53]([CH2:56][OH:57])[CH2:52][CH2:51]1. (2) Given the product [Cl:1][C:2]1[CH:7]=[CH:6][C:5]([CH:8]2[CH:12]([C:13]3[CH:18]=[CH:17][C:16]([Cl:19])=[CH:15][CH:14]=3)[N:11]([C:33]([Cl:35])=[O:34])[C:10]([C:20]3[C:21]([O:30][CH2:31][CH3:32])=[N:22][C:23]([C:26]([F:27])([F:29])[F:28])=[N:24][CH:25]=3)=[N:9]2)=[CH:4][CH:3]=1, predict the reactants needed to synthesize it. The reactants are: [Cl:1][C:2]1[CH:7]=[CH:6][C:5]([CH:8]2[CH:12]([C:13]3[CH:18]=[CH:17][C:16]([Cl:19])=[CH:15][CH:14]=3)[NH:11][C:10]([C:20]3[C:21]([O:30][CH2:31][CH3:32])=[N:22][C:23]([C:26]([F:29])([F:28])[F:27])=[N:24][CH:25]=3)=[N:9]2)=[CH:4][CH:3]=1.[C:33](Cl)([Cl:35])=[O:34]. (3) Given the product [CH3:14][O:13][C:11](=[O:12])[C:10]([NH:1][C:2]1[CH:7]=[CH:6][C:5]([Br:8])=[CH:4][N:3]=1)=[O:15], predict the reactants needed to synthesize it. The reactants are: [NH2:1][C:2]1[CH:7]=[CH:6][C:5]([Br:8])=[CH:4][N:3]=1.Cl[C:10](=[O:15])[C:11]([O:13][CH3:14])=[O:12]. (4) The reactants are: CC(C)([O-])C.[K+].[N+:7]([CH3:10])([O-:9])=[O:8].[C:11]([O:15][C:16](=[O:44])[NH:17][C:18]1([C:22]2[CH:27]=[CH:26][C:25]([C:28]3[C:33]([C:34]4[CH:39]=[CH:38][CH:37]=[CH:36][CH:35]=4)=[CH:32][C:31]([N+:40]([O-:42])=[O:41])=[C:30](Cl)[N:29]=3)=[CH:24][CH:23]=2)[CH2:21][CH2:20][CH2:19]1)([CH3:14])([CH3:13])[CH3:12].[NH4+].[Cl-]. Given the product [C:11]([O:15][C:16](=[O:44])[NH:17][C:18]1([C:22]2[CH:27]=[CH:26][C:25]([C:28]3[C:33]([C:34]4[CH:39]=[CH:38][CH:37]=[CH:36][CH:35]=4)=[CH:32][C:10]([N+:7]([O-:9])=[O:8])=[C:30]([CH2:31][N+:40]([O-:42])=[O:41])[N:29]=3)=[CH:24][CH:23]=2)[CH2:19][CH2:20][CH2:21]1)([CH3:14])([CH3:12])[CH3:13], predict the reactants needed to synthesize it. (5) Given the product [Si:10]([O:9][CH2:8][C:4]1[N:3]=[C:2]([O:17][CH2:18][C@H:19]2[CH2:23][CH2:22][CH2:21][N:20]2[C:24]([O:26][C:27]([CH3:30])([CH3:29])[CH3:28])=[O:25])[CH:7]=[CH:6][CH:5]=1)([C:13]([CH3:16])([CH3:15])[CH3:14])([CH3:12])[CH3:11], predict the reactants needed to synthesize it. The reactants are: Br[C:2]1[CH:7]=[CH:6][CH:5]=[C:4]([CH2:8][O:9][Si:10]([C:13]([CH3:16])([CH3:15])[CH3:14])([CH3:12])[CH3:11])[N:3]=1.[OH:17][CH2:18][C@H:19]1[CH2:23][CH2:22][CH2:21][N:20]1[C:24]([O:26][C:27]([CH3:30])([CH3:29])[CH3:28])=[O:25].C(P(C(C)(C)C)C1C=CC=CC=1C1C(N(C)C)=CC=CC=1)(C)(C)C.C([O-])([O-])=O.[Cs+].[Cs+]. (6) The reactants are: [CH3:1][N:2]1[C:6]([C:7]2[C:16]3[C:11](=[CH:12][CH:13]=[CH:14][CH:15]=3)[C:10]([N:17]3[CH2:22][CH2:21][CH:20]([NH:23]C(=O)OC(C)(C)C)[CH2:19][CH2:18]3)=[N:9][N:8]=2)=[CH:5][CH:4]=[N:3]1.FC(F)(F)C(O)=O. Given the product [CH3:1][N:2]1[C:6]([C:7]2[C:16]3[C:11](=[CH:12][CH:13]=[CH:14][CH:15]=3)[C:10]([N:17]3[CH2:22][CH2:21][CH:20]([NH2:23])[CH2:19][CH2:18]3)=[N:9][N:8]=2)=[CH:5][CH:4]=[N:3]1, predict the reactants needed to synthesize it. (7) Given the product [F:12][C:13]1[CH:14]=[C:15]([C@@H:21]2[CH2:26][CH2:25][N:24]([C:27]([O:29][C:30]([CH3:33])([CH3:32])[CH3:31])=[O:28])[CH2:23][C@H:22]2[OH:9])[CH:16]=[CH:17][C:18]=1[O:19][CH3:20], predict the reactants needed to synthesize it. The reactants are: [BH4-].[Na+].B(F)(F)F.CC[O:9]CC.[F:12][C:13]1[CH:14]=[C:15]([C:21]2[CH2:26][CH2:25][N:24]([C:27]([O:29][C:30]([CH3:33])([CH3:32])[CH3:31])=[O:28])[CH2:23][CH:22]=2)[CH:16]=[CH:17][C:18]=1[O:19][CH3:20].OO.[OH-].[Na+].